This data is from Full USPTO retrosynthesis dataset with 1.9M reactions from patents (1976-2016). The task is: Predict the reactants needed to synthesize the given product. (1) Given the product [OH:22][CH:3]1[N:9]([C:10]2[CH:15]=[C:14]([C:16]([F:17])([F:18])[F:19])[C:13]([I:20])=[CH:12][N:11]=2)[C:7](=[O:8])[N:6]([CH3:21])[CH:4]1[CH3:5], predict the reactants needed to synthesize it. The reactants are: CO[CH:3]([O:22]C)[CH:4]([N:6]([CH3:21])[C:7]([NH:9][C:10]1[CH:15]=[C:14]([C:16]([F:19])([F:18])[F:17])[C:13]([I:20])=[CH:12][N:11]=1)=[O:8])[CH3:5]. (2) The reactants are: [NH2:1][NH:2][C:3]([C:5]1[C:10]([C:11]([F:14])([F:13])[F:12])=[CH:9][CH:8]=[CH:7][N:6]=1)=[NH:4].[CH2:15]([O:22][C:23]1[CH:30]=[CH:29][C:26]([CH:27]=O)=[C:25]([OH:31])[CH:24]=1)[C:16]1[CH:21]=[CH:20][CH:19]=[CH:18][CH:17]=1. Given the product [CH2:15]([O:22][C:23]1[CH:30]=[CH:29][C:26]([C:27]2[NH:1][N:2]=[C:3]([C:5]3[C:10]([C:11]([F:12])([F:13])[F:14])=[CH:9][CH:8]=[CH:7][N:6]=3)[N:4]=2)=[C:25]([OH:31])[CH:24]=1)[C:16]1[CH:17]=[CH:18][CH:19]=[CH:20][CH:21]=1, predict the reactants needed to synthesize it. (3) The reactants are: C1(P(C2C=CC=CC=2)C2C=CC=CC=2)C=CC=CC=1.[C:20]([O:24][C:25]([N:27]1[CH2:32][CH2:31][CH:30]([CH2:33][CH2:34]O)[CH2:29][CH2:28]1)=[O:26])([CH3:23])([CH3:22])[CH3:21].[Br:36]C(Br)(Br)Br. Given the product [C:20]([O:24][C:25]([N:27]1[CH2:32][CH2:31][CH:30]([CH2:33][CH2:34][Br:36])[CH2:29][CH2:28]1)=[O:26])([CH3:23])([CH3:22])[CH3:21], predict the reactants needed to synthesize it. (4) Given the product [C:32](=[O:33])([O:34][CH2:35][CH3:36])[O:30][C:17]1[CH:18]2[CH:22]([CH2:21][CH:20]([CH:25]([O:26][CH3:27])[O:28][CH3:29])[CH2:19]2)[C:23](=[O:24])[C:16]=1[C:8]1[C:9]([CH2:14][CH3:15])=[CH:10][C:11]([CH3:13])=[CH:12][C:7]=1[CH2:5][CH3:6], predict the reactants needed to synthesize it. The reactants are: CN(C)C.[CH2:5]([C:7]1[CH:12]=[C:11]([CH3:13])[CH:10]=[C:9]([CH2:14][CH3:15])[C:8]=1[C:16]1[C:17](=[O:30])[CH:18]2[CH:22]([C:23]=1[OH:24])[CH2:21][CH:20]([CH:25]([O:28][CH3:29])[O:26][CH3:27])[CH2:19]2)[CH3:6].Cl[C:32]([O:34][CH2:35][CH3:36])=[O:33]. (5) Given the product [OH:14][CH2:15][CH:16]1[CH2:21][CH2:20][CH2:19][CH2:18][N:17]1[CH2:22][CH2:23][C:13]1[NH:2][C:3](=[O:12])[C:4]2[C:5]([CH:11]=1)=[C:6]([CH3:10])[CH:7]=[CH:8][CH:9]=2, predict the reactants needed to synthesize it. The reactants are: C[N:2]([CH3:13])[C:3](=[O:12])[C:4]1[CH:9]=[CH:8][CH:7]=[C:6]([CH3:10])[C:5]=1[CH3:11].[OH:14][CH2:15][CH:16]1[CH2:21][CH2:20][CH2:19][CH2:18][N:17]1[CH2:22][CH2:23]C#N. (6) Given the product [F:8][C:9]([F:14])([F:13])[C@@H:10]([O:12][C:16](=[O:17])[O:18][C:19]1[CH:20]=[CH:21][C:22]([N+:25]([O-:27])=[O:26])=[CH:23][CH:24]=1)[CH3:11], predict the reactants needed to synthesize it. The reactants are: C(N(CC)CC)C.[F:8][C:9]([F:14])([F:13])[C@@H:10]([OH:12])[CH3:11].Cl[C:16]([O:18][C:19]1[CH:24]=[CH:23][C:22]([N+:25]([O-:27])=[O:26])=[CH:21][CH:20]=1)=[O:17]. (7) Given the product [N:4]1([CH2:6][C:7]([NH:14][C:15]2[CH:20]=[C:19]([O:21][C:22]3[CH:23]=[CH:24][C:25]([NH:28][C:29]([NH:31][C:32](=[O:37])[C:33]([CH3:35])([CH3:34])[CH3:36])=[O:30])=[N:26][CH:27]=3)[CH:18]=[CH:17][N:16]=2)=[O:9])[CH2:3][CH2:2][CH2:1][CH2:5]1, predict the reactants needed to synthesize it. The reactants are: [CH2:1]1[CH2:5][N:4]([CH2:6][C:7]([OH:9])=O)[CH2:3][CH2:2]1.S(Cl)(Cl)=O.[NH2:14][C:15]1[CH:20]=[C:19]([O:21][C:22]2[CH:23]=[CH:24][C:25]([NH:28][C:29]([NH:31][C:32](=[O:37])[C:33]([CH3:36])([CH3:35])[CH3:34])=[O:30])=[N:26][CH:27]=2)[CH:18]=[CH:17][N:16]=1.CCN(C(C)C)C(C)C.C([O-])([O-])=O.[K+].[K+]. (8) Given the product [NH:8]1[C:12]2[CH:13]=[CH:14][CH:15]=[CH:16][C:11]=2[N:10]=[C:9]1[CH:5]([NH:6][C:7]([NH:25][C@H:26]1[CH2:31][CH2:30][C@H:29]([OH:32])[CH2:28][CH2:27]1)=[O:17])[CH2:4][C:3]1[CH:18]=[CH:19][C:20]([O:23][CH3:24])=[C:21]([F:22])[C:2]=1[F:1], predict the reactants needed to synthesize it. The reactants are: [F:1][C:2]1[C:21]([F:22])=[C:20]([O:23][CH3:24])[CH:19]=[CH:18][C:3]=1[CH2:4][CH:5]1[C:9]2=[N:10][C:11]3[CH:16]=[CH:15][CH:14]=[CH:13][C:12]=3[N:8]2[C:7](=[O:17])[NH:6]1.[NH2:25][C@H:26]1[CH2:31][CH2:30][C@H:29]([OH:32])[CH2:28][CH2:27]1.C(O)(C(F)(F)F)=O.